This data is from Forward reaction prediction with 1.9M reactions from USPTO patents (1976-2016). The task is: Predict the product of the given reaction. (1) Given the reactants [C:1]([O:5][C:6](=[O:10])[CH2:7][NH:8][CH3:9])([CH3:4])([CH3:3])[CH3:2].Cl.C(N(CC)CC)C.F[C:20]1[CH:25]=[CH:24][CH:23]=[CH:22][C:21]=1[N+:26]([O-:28])=[O:27], predict the reaction product. The product is: [C:1]([O:5][C:6](=[O:10])[CH2:7][N:8]([CH3:9])[C:20]1[CH:25]=[CH:24][CH:23]=[CH:22][C:21]=1[N+:26]([O-:28])=[O:27])([CH3:4])([CH3:3])[CH3:2]. (2) The product is: [F:12][C:13]1[S:17][C:16]([C:2]2[CH:3]=[N:4][CH:5]=[C:6]([N+:9]([O-:11])=[O:10])[C:7]=2[NH2:8])=[CH:15][CH:14]=1. Given the reactants Br[C:2]1[CH:3]=[N:4][CH:5]=[C:6]([N+:9]([O-:11])=[O:10])[C:7]=1[NH2:8].[F:12][C:13]1[S:17][C:16](B2OC(C)(C)C(C)(C)O2)=[CH:15][CH:14]=1.C([O-])([O-])=O.[Cs+].[Cs+].CCOC(C)=O, predict the reaction product. (3) Given the reactants [CH3:1][O:2][C:3]1[CH:8]=[CH:7][C:6]([C@H:9]2[O:14][C@@H:13]([CH2:15][OH:16])[C:12]([CH3:18])([CH3:17])[CH2:11][O:10]2)=[CH:5][CH:4]=1.[N+:19]([C:22]1[CH:30]=[CH:29][C:25]([C:26](Cl)=[O:27])=[CH:24][CH:23]=1)([O-:21])=[O:20], predict the reaction product. The product is: [N+:19]([C:22]1[CH:23]=[CH:24][C:25]([C:26]([O:16][CH2:15][C@H:13]2[C:12]([CH3:18])([CH3:17])[CH2:11][O:10][C@@H:9]([C:6]3[CH:5]=[CH:4][C:3]([O:2][CH3:1])=[CH:8][CH:7]=3)[O:14]2)=[O:27])=[CH:29][CH:30]=1)([O-:21])=[O:20].